Dataset: Forward reaction prediction with 1.9M reactions from USPTO patents (1976-2016). Task: Predict the product of the given reaction. (1) Given the reactants C([NH:9][C:10]([NH:12][C:13]1[C:18]([O:19][C:20]2[CH:25]=[CH:24][CH:23]=[CH:22][CH:21]=2)=[CH:17][C:16]([C:26]([F:29])([F:28])[F:27])=[CH:15][N:14]=1)=[S:11])(=O)C1C=CC=CC=1.[OH-].[Na+], predict the reaction product. The product is: [O:19]([C:18]1[C:13]([NH:12][C:10]([NH2:9])=[S:11])=[N:14][CH:15]=[C:16]([C:26]([F:29])([F:27])[F:28])[CH:17]=1)[C:20]1[CH:21]=[CH:22][CH:23]=[CH:24][CH:25]=1. (2) Given the reactants [Cl:1][C:2]1[S:6][C:5]([NH2:7])=[N:4][C:3]=1[C:8]1[CH:13]=[CH:12][C:11]([N:14]2[CH:18]=[C:17]([Si](C)(C)C)[N:16]=[N:15]2)=[CH:10][CH:9]=1.C(O)(=O)C.[F-].C([N+](CCCC)(CCCC)CCCC)CCC.O, predict the reaction product. The product is: [N:14]1([C:11]2[CH:10]=[CH:9][C:8]([C:3]3[N:4]=[C:5]([NH2:7])[S:6][C:2]=3[Cl:1])=[CH:13][CH:12]=2)[CH:18]=[CH:17][N:16]=[N:15]1. (3) Given the reactants C(=O)([O-])[O-].[Cs+].[Cs+].FC(F)(F)S([O:12][CH2:13][C:14]([F:17])([F:16])[F:15])(=O)=O.[C:20]([NH:24][C:25](=[O:54])[C:26]1[CH:31]=[CH:30][C:29]([S:32]([N:35]2[C:43]3[C:38](=[CH:39][C:40](O)=[CH:41][CH:42]=3)[C:37]([C:46]3[CH:51]=[CH:50][CH:49]=[CH:48][C:47]=3[Cl:52])([CH3:45])[C:36]2=[O:53])(=[O:34])=[O:33])=[CH:28][CH:27]=1)([CH3:23])([CH3:22])[CH3:21], predict the reaction product. The product is: [C:20]([NH:24][C:25](=[O:54])[C:26]1[CH:27]=[CH:28][C:29]([S:32]([N:35]2[C:43]3[C:38](=[CH:39][C:40]([O:12][CH2:13][C:14]([F:15])([F:16])[F:17])=[CH:41][CH:42]=3)[C:37]([C:46]3[CH:51]=[CH:50][CH:49]=[CH:48][C:47]=3[Cl:52])([CH3:45])[C:36]2=[O:53])(=[O:34])=[O:33])=[CH:30][CH:31]=1)([CH3:21])([CH3:22])[CH3:23]. (4) Given the reactants [CH:1]1[C:13]2[CH:12]([CH2:14][O:15][C:16]([NH:18][C@@H:19]([CH2:27][S:28][CH2:29][C@H:30]([OH:45])[CH2:31][O:32][CH2:33][CH2:34][CH2:35][CH2:36][CH2:37][CH2:38][CH2:39][CH2:40][CH2:41][CH2:42][CH2:43][CH3:44])[C:20]([O:22][C:23]([CH3:26])([CH3:25])[CH3:24])=[O:21])=[O:17])[C:11]3[C:6](=[CH:7][CH:8]=[CH:9][CH:10]=3)[C:5]=2[CH:4]=[CH:3][CH:2]=1.N1C=CC=CC=1.[C:52](Cl)(=[O:64])[CH2:53][CH2:54][CH2:55][CH2:56][CH2:57][CH2:58][CH2:59][CH2:60][CH2:61][CH2:62][CH3:63], predict the reaction product. The product is: [C:52]([O:45][C@H:30]([CH2:31][O:32][CH2:33][CH2:34][CH2:35][CH2:36][CH2:37][CH2:38][CH2:39][CH2:40][CH2:41][CH2:42][CH2:43][CH3:44])[CH2:29][S:28][CH2:27][C@@H:19]([C:20]([O:22][C:23]([CH3:26])([CH3:25])[CH3:24])=[O:21])[NH:18][C:16](=[O:17])[O:15][CH2:14][CH:12]1[C:13]2[CH:1]=[CH:2][CH:3]=[CH:4][C:5]=2[C:6]2[C:11]1=[CH:10][CH:9]=[CH:8][CH:7]=2)(=[O:64])[CH2:53][CH2:54][CH2:55][CH2:56][CH2:57][CH2:58][CH2:59][CH2:60][CH2:61][CH2:62][CH3:63]. (5) Given the reactants [Br-].[CH3:2][N:3]([CH3:25])[CH2:4][CH2:5][P+](C1C=CC=CC=1)(C1C=CC=CC=1)C1C=CC=CC=1.C([Li])CCC.[CH2:31]([O:38][C:39]1[C:40]([NH:47][C:48]2[S:49][CH:50]=[C:51]([CH3:53])[N:52]=2)=[N:41][CH:42]=[C:43]([CH:46]=1)[CH:44]=O)[C:32]1[CH:37]=[CH:36][CH:35]=[CH:34][CH:33]=1.[ClH:54], predict the reaction product. The product is: [ClH:54].[ClH:54].[CH2:31]([O:38][C:39]1[C:40]([NH:47][C:48]2[S:49][CH:50]=[C:51]([CH3:53])[N:52]=2)=[N:41][CH:42]=[C:43](/[CH:44]=[CH:5]/[CH2:4][N:3]([CH3:25])[CH3:2])[CH:46]=1)[C:32]1[CH:37]=[CH:36][CH:35]=[CH:34][CH:33]=1. (6) Given the reactants [F:1][C:2]1[CH:3]=[C:4]([CH:8]=[CH:9][C:10]=1[C:11]1[S:12][C:13]2[C:18]([N:19]=1)=[CH:17][CH:16]=[C:15]([C:20]1([C:23]3[CH:28]=[CH:27][CH:26]=[CH:25][CH:24]=3)[CH2:22][CH2:21]1)[N:14]=2)[C:5](O)=[O:6].[CH3:29][O:30][CH2:31][CH2:32][NH2:33], predict the reaction product. The product is: [F:1][C:2]1[CH:3]=[C:4]([CH:8]=[CH:9][C:10]=1[C:11]1[S:12][C:13]2[C:18]([N:19]=1)=[CH:17][CH:16]=[C:15]([C:20]1([C:23]3[CH:24]=[CH:25][CH:26]=[CH:27][CH:28]=3)[CH2:21][CH2:22]1)[N:14]=2)[C:5]([NH:33][CH2:32][CH2:31][O:30][CH3:29])=[O:6]. (7) Given the reactants Br[C:2]1[CH:7]=[CH:6][C:5]([S:8]([C:10]2[CH:11]=[C:12]([C:28]([NH:30][CH2:31][C:32]3[CH:37]=[CH:36][C:35]([S:38]([CH3:41])(=[O:40])=[O:39])=[CH:34][CH:33]=3)=[O:29])[C:13](=[O:27])[N:14]([C:17]3[CH:22]=[CH:21][CH:20]=[C:19]([C:23]([F:26])([F:25])[F:24])[CH:18]=3)[C:15]=2[CH3:16])=[O:9])=[CH:4][CH:3]=1.C1N2CCN(CC2)C1.[C:50]([Si:52]([CH3:55])([CH3:54])[CH3:53])#[CH:51], predict the reaction product. The product is: [CH3:16][C:15]1[N:14]([C:17]2[CH:22]=[CH:21][CH:20]=[C:19]([C:23]([F:26])([F:25])[F:24])[CH:18]=2)[C:13](=[O:27])[C:12]([C:28]([NH:30][CH2:31][C:32]2[CH:37]=[CH:36][C:35]([S:38]([CH3:41])(=[O:40])=[O:39])=[CH:34][CH:33]=2)=[O:29])=[CH:11][C:10]=1[S:8]([C:5]1[CH:6]=[CH:7][C:2]([C:51]#[C:50][Si:52]([CH3:55])([CH3:54])[CH3:53])=[CH:3][CH:4]=1)=[O:9]. (8) Given the reactants [CH2:1]([C:5]1[N:6]([C:21]2[CH:26]=[CH:25][C:24]([O:27][C:28]3[CH:33]=[CH:32][C:31]([Cl:34])=[CH:30][CH:29]=3)=[CH:23][CH:22]=2)[CH:7]=[C:8]([C:10]2[CH:15]=[CH:14][C:13]([O:16][CH2:17][C@@H:18]3[CH2:20][O:19]3)=[CH:12][CH:11]=2)[N:9]=1)[CH2:2][CH2:3][CH3:4], predict the reaction product. The product is: [CH2:1]([C:5]1[N:6]([C:21]2[CH:26]=[CH:25][C:24]([O:27][C:28]3[CH:29]=[CH:30][C:31]([Cl:34])=[CH:32][CH:33]=3)=[CH:23][CH:22]=2)[CH:7]=[C:8]([C:10]2[CH:15]=[CH:14][C:13]([O:16][CH2:17][C@@H:18]([OH:19])[CH2:20][N:6]([CH2:7][CH3:8])[CH2:5][CH3:1])=[CH:12][CH:11]=2)[N:9]=1)[CH2:2][CH2:3][CH3:4]. (9) Given the reactants [C:1]([O:5][C:6](=[O:22])[NH:7][C:8]1[CH:9]=[N:10][C:11]([Cl:21])=[CH:12][C:13]=1[C:14]1[CH:19]=[CH:18][CH:17]=[CH:16][C:15]=1[Cl:20])([CH3:4])([CH3:3])[CH3:2].[CH3:23]N(C)C=O.CI, predict the reaction product. The product is: [C:1]([O:5][C:6](=[O:22])[N:7]([C:8]1[CH:9]=[N:10][C:11]([Cl:21])=[CH:12][C:13]=1[C:14]1[CH:19]=[CH:18][CH:17]=[CH:16][C:15]=1[Cl:20])[CH3:23])([CH3:4])([CH3:2])[CH3:3]. (10) Given the reactants [C:1]([O:5][C:6](=[O:29])[CH2:7][O:8][CH2:9][CH2:10][O:11][CH2:12][CH2:13][O:14][CH2:15][CH2:16][O:17][CH2:18][CH2:19][O:20][CH2:21][CH2:22][O:23][CH2:24][CH2:25][N:26]=[N+]=[N-])([CH3:4])([CH3:3])[CH3:2].C(O)(=O)C, predict the reaction product. The product is: [C:1]([O:5][C:6](=[O:29])[CH2:7][O:8][CH2:9][CH2:10][O:11][CH2:12][CH2:13][O:14][CH2:15][CH2:16][O:17][CH2:18][CH2:19][O:20][CH2:21][CH2:22][O:23][CH2:24][CH2:25][NH2:26])([CH3:4])([CH3:2])[CH3:3].